From a dataset of Catalyst prediction with 721,799 reactions and 888 catalyst types from USPTO. Predict which catalyst facilitates the given reaction. (1) Reactant: [Cl:1][C:2]1[CH:18]=[CH:17][C:5]2[CH2:6][CH2:7][N:8]([C:11](=[O:16])[C:12]([F:15])([F:14])[F:13])[CH2:9][CH2:10][C:4]=2[C:3]=1OS(C(F)(F)F)(=O)=O.[F:27][C:28]([CH:34]([O:36][C:37]1[CH:44]=[CH:43][C:40]([CH2:41][NH2:42])=[CH:39][CH:38]=1)[CH3:35])([F:33])[C:29]([F:32])([F:31])[F:30].[F:45][C:46]([F:55])([C:49]1[CH:54]=[CH:53][CH:52]=[CH:51][CH:50]=1)[CH2:47][OH:48]. Product: [Cl:1][C:2]1[CH:18]=[CH:17][C:5]2[CH2:6][CH2:7][N:8]([C:11](=[O:16])[C:12]([F:13])([F:15])[F:14])[CH2:9][CH2:10][C:4]=2[C:3]=1[NH:42][CH2:41][C:40]1[CH:39]=[CH:38][C:37]([O:36][CH:34]([C:28]([F:27])([F:33])[C:29]([F:30])([F:31])[F:32])[CH3:35])=[CH:44][CH:43]=1.[F:45][C:46]([F:55])([C:49]1[CH:50]=[CH:51][CH:52]=[CH:53][CH:54]=1)[CH2:47][OH:48]. The catalyst class is: 11. (2) Reactant: [I:1][C:2]1[CH:7]=[CH:6][C:5]([OH:8])=[CH:4][CH:3]=1.Br[CH2:10][CH:11]([CH3:13])[CH3:12].C([O-])([O-])=O.[K+].[K+]. Product: [I:1][C:2]1[CH:7]=[CH:6][C:5]([O:8][CH2:10][CH:11]([CH3:13])[CH3:12])=[CH:4][CH:3]=1. The catalyst class is: 18. (3) Reactant: [N:1]1[CH:6]=[CH:5][CH:4]=[CH:3][C:2]=1[C:7]([NH:9][C:10]1[C:11]([C:21]([OH:23])=O)=[N:12][N:13]([CH:15]2[CH2:20][CH2:19][CH2:18][CH2:17][O:16]2)[CH:14]=1)=[O:8].Cl.[NH2:25][CH2:26][CH2:27][CH2:28][C:29]#[N:30].CCN=C=NCCCN(C)C.C1C=CC2N(O)N=NC=2C=1.C(N(CC)CC)C.C(=O)([O-])O.[Na+]. Product: [C:26]([CH2:27][CH2:28][CH2:29][NH:30][C:21]([C:11]1[C:10]([NH:9][C:7]([C:2]2[CH:3]=[CH:4][CH:5]=[CH:6][N:1]=2)=[O:8])=[CH:14][N:13]([CH:15]2[CH2:20][CH2:19][CH2:18][CH2:17][O:16]2)[N:12]=1)=[O:23])#[N:25]. The catalyst class is: 3. (4) Reactant: I[C:2]1[CH:7]=[CH:6][CH:5]=[CH:4][C:3]=1[O:8][CH2:9][CH2:10][O:11][CH3:12].[B:13](OC(C)C)([O:18]C(C)C)[O:14]C(C)C.C([Li])CCC. Product: [CH3:12][O:11][CH2:10][CH2:9][O:8][C:3]1[CH:4]=[CH:5][CH:6]=[CH:7][C:2]=1[B:13]([OH:18])[OH:14]. The catalyst class is: 247.